From a dataset of Reaction yield outcomes from USPTO patents with 853,638 reactions. Predict the reaction yield, written as a fraction of the theoretical maximum amount of product (1.0 means a 100% yield; for example, 0.34 means a 34% yield). (1) The reactants are [Cl:1][C:2]1[CH:7]=[CH:6][CH:5]=[CH:4][C:3]=1[NH:8][N:9]=[C:10]([C:13]#[N:14])[C:11]#[N:12].ClC1C=CC=CC=1N.C(#N)CC#N.O.[NH2:29][NH2:30]. No catalyst specified. The product is [NH2:14][C:13]1[C:10](=[N:9][NH:8][C:3]2[CH:4]=[CH:5][CH:6]=[CH:7][C:2]=2[Cl:1])[C:11]([NH2:12])=[N:30][N:29]=1. The yield is 0.290. (2) The reactants are [Cl:1][C:2]1[CH:3]=[C:4]([F:13])[C:5]([C:8]([F:12])([F:11])[CH2:9][OH:10])=[N:6][CH:7]=1.CCN(C(C)C)C(C)C.[O:23](S(C(F)(F)F)(=O)=O)[S:24]([C:27]([F:30])([F:29])[F:28])(=O)=[O:25]. The catalyst is CCOCC. The product is [F:28][C:27]([F:30])([F:29])[S:24]([O:10][CH2:9][C:8]([C:5]1[C:4]([F:13])=[CH:3][C:2]([Cl:1])=[CH:7][N:6]=1)([F:12])[F:11])(=[O:25])=[O:23]. The yield is 1.00. (3) The reactants are [N:1]1[CH:6]=[CH:5][CH:4]=[CH:3][C:2]=1[CH2:7][N:8]1[C:16](=[O:17])[C:15]2[C:10](=[CH:11][CH:12]=[CH:13][CH:14]=2)[C:9]1=[O:18].ClC1C=CC=C(C(OO)=[O:27])C=1. The catalyst is C(Cl)(Cl)Cl. The product is [N:1]1[CH:6]=[CH:5][CH:4]=[CH:3][C:2]=1[CH2:7][N+:8]1([O-:27])[C:16](=[O:17])[C:15]2[C:10](=[CH:11][CH:12]=[CH:13][CH:14]=2)[C:9]1=[O:18]. The yield is 0.990. (4) The reactants are Cl.[N:2]1[CH:7]=[CH:6][CH:5]=[CH:4][C:3]=1[N:8]([CH2:34][CH2:35][C:36]([O:38]CC)=[O:37])[C:9]([C:11]1[CH:33]=[CH:32][C:14]2[N:15]([CH3:31])[C:16]([CH2:18][NH:19][C:20]3[CH:25]=[CH:24][C:23]([C:26](=[NH:28])[NH2:27])=[CH:22][C:21]=3[O:29][CH3:30])=[N:17][C:13]=2[CH:12]=1)=[O:10].[OH-].[Na+]. The catalyst is ClCCl.C(O)C. The product is [N:2]1[CH:7]=[CH:6][CH:5]=[CH:4][C:3]=1[N:8]([CH2:34][CH2:35][C:36]([OH:38])=[O:37])[C:9]([C:11]1[CH:33]=[CH:32][C:14]2[N:15]([CH3:31])[C:16]([CH2:18][NH:19][C:20]3[CH:25]=[CH:24][C:23]([C:26](=[NH:27])[NH2:28])=[CH:22][C:21]=3[O:29][CH3:30])=[N:17][C:13]=2[CH:12]=1)=[O:10]. The yield is 0.780. (5) The reactants are [Cl:1][C:2]1[N:7]=[C:6]([NH:8][C:9]2[CH:13]=[CH:12][S:11][C:10]=2[C:14]([O:16][CH3:17])=[O:15])[C:5]([N+:18]([O-])=O)=[CH:4][N:3]=1. The catalyst is C(O)(=O)C.[Fe]. The product is [NH2:18][C:5]1[C:6]([NH:8][C:9]2[CH:13]=[CH:12][S:11][C:10]=2[C:14]([O:16][CH3:17])=[O:15])=[N:7][C:2]([Cl:1])=[N:3][CH:4]=1. The yield is 0.980.